This data is from Catalyst prediction with 721,799 reactions and 888 catalyst types from USPTO. The task is: Predict which catalyst facilitates the given reaction. (1) Reactant: [C:1]([C:5]1[CH:6]=[C:7]([OH:11])[CH:8]=[CH:9][CH:10]=1)([CH3:4])([CH3:3])[CH3:2].[N+:12]([O-])([OH:14])=[O:13]. Product: [C:1]([C:5]1[CH:10]=[CH:9][C:8]([N+:12]([O-:14])=[O:13])=[C:7]([OH:11])[CH:6]=1)([CH3:4])([CH3:2])[CH3:3]. The catalyst class is: 15. (2) Reactant: [Cl:1][C:2]1[CH:3]=[CH:4][C:5]([CH:23]=[O:24])=[C:6]2[C:10]=1[N:9]=[C:8]1[N:11]([C:14]3[C:19]([CH3:20])=[CH:18][C:17]([Cl:21])=[CH:16][C:15]=3[Cl:22])[CH2:12][CH2:13][N:7]21.[CH2:25]([Mg]Br)[CH3:26].O. Product: [Cl:1][C:2]1[C:10]2[N:9]=[C:8]3[N:11]([C:14]4[C:19]([CH3:20])=[CH:18][C:17]([Cl:21])=[CH:16][C:15]=4[Cl:22])[CH2:12][CH2:13][N:7]3[C:6]=2[C:5]([CH:23]([OH:24])[CH2:25][CH3:26])=[CH:4][CH:3]=1. The catalyst class is: 7. (3) Reactant: [Br:1][C:2]1[CH:3]=[N:4][N:5]([CH:7]2[CH2:17][CH2:16][C:10]3([CH2:14][NH:13][C:12](=[O:15])[CH2:11]3)[CH2:9][CH2:8]2)[CH:6]=1.[H-].[Na+].[CH3:20]I. Product: [Br:1][C:2]1[CH:3]=[N:4][N:5]([CH:7]2[CH2:17][CH2:16][C:10]3([CH2:14][N:13]([CH3:20])[C:12](=[O:15])[CH2:11]3)[CH2:9][CH2:8]2)[CH:6]=1. The catalyst class is: 3. (4) Reactant: C(N(C(C)C)CC)(C)C.[O:10]=[C:11]1[C:20]2[C:15](=[CH:16][CH:17]=[CH:18][CH:19]=2)[C:14]([CH2:21][C:22]2[CH:23]=[C:24]([NH:28][C:29](=[O:41])[CH2:30][CH:31]([C:35]3[CH:40]=[CH:39][CH:38]=[CH:37][CH:36]=3)[C:32]([OH:34])=O)[CH:25]=[CH:26][CH:27]=2)=[N:13][NH:12]1.O=C1C2C(=CC=CC=2)C(CC2C=C(NC(=O)C(C3C=CC=CC=3)CC(O)=O)C=CC=2)=NN1.O. Product: [O:10]=[C:11]1[C:20]2[C:15](=[CH:16][CH:17]=[CH:18][CH:19]=2)[C:14]([CH2:21][C:22]2[CH:23]=[C:24]([N:28]3[C:29](=[O:41])[CH2:30][CH:31]([C:35]4[CH:40]=[CH:39][CH:38]=[CH:37][CH:36]=4)[C:32]3=[O:34])[CH:25]=[CH:26][CH:27]=2)=[N:13][NH:12]1. The catalyst class is: 9. (5) Reactant: Br[C:2]1[CH:7]=[CH:6][C:5]([C:8]2([OH:12])[CH2:11][CH2:10][CH2:9]2)=[C:4]([O:13][CH3:14])[CH:3]=1.[B:15]1([B:15]2[O:20][CH2:19][C:18]([CH3:22])([CH3:21])[CH2:17][O:16]2)[O:20][CH2:19][C:18]([CH3:22])([CH3:21])[CH2:17][O:16]1.C([O-])(=O)C.[K+].ClCCl. Product: [CH3:21][C:18]1([CH3:22])[CH2:19][O:20][B:15]([C:2]2[CH:7]=[CH:6][C:5]([C:8]3([OH:12])[CH2:11][CH2:10][CH2:9]3)=[C:4]([O:13][CH3:14])[CH:3]=2)[O:16][CH2:17]1. The catalyst class is: 294. (6) Reactant: [C:1]([C:3]1[N:4]=[CH:5][C:6]([NH:20][C@H:21]([CH2:25][CH:26]([CH3:28])[CH3:27])[C:22]([NH2:24])=[O:23])=[N:7][C:8]=1[NH:9][C:10]1[CH:11]=[C:12]2[C:17](=[CH:18][CH:19]=1)[N:16]=[CH:15][CH:14]=[CH:13]2)#[N:2].[OH-].[Na+].OO.CC(O)=[O:35]. Product: [NH2:24][C:22](=[O:23])[C@H:21]([NH:20][C:6]1[N:7]=[C:8]([NH:9][C:10]2[CH:11]=[C:12]3[C:17](=[CH:18][CH:19]=2)[N:16]=[CH:15][CH:14]=[CH:13]3)[C:3]([C:1]([NH2:2])=[O:35])=[N:4][CH:5]=1)[CH2:25][CH:26]([CH3:28])[CH3:27]. The catalyst class is: 593. (7) Reactant: C(Cl)CCl.C1C=CC2N(O)N=[N:11]C=2C=1.[Cl:15][C:16]1[CH:17]=[C:18]([C:26]([C@H:28]2[CH2:30][C@@H:29]2[C:31]([OH:33])=O)=[O:27])[CH:19]=[CH:20][C:21]=1[O:22][CH:23]1[CH2:25][CH2:24]1.N. Product: [Cl:15][C:16]1[CH:17]=[C:18]([C:26]([C@H:28]2[CH2:30][C@@H:29]2[C:31]([NH2:11])=[O:33])=[O:27])[CH:19]=[CH:20][C:21]=1[O:22][CH:23]1[CH2:25][CH2:24]1. The catalyst class is: 18.